Dataset: Catalyst prediction with 721,799 reactions and 888 catalyst types from USPTO. Task: Predict which catalyst facilitates the given reaction. (1) Reactant: [CH3:1][N:2]1[CH2:7][CH2:6][CH:5]([OH:8])[CH2:4][CH2:3]1.[H-].[Na+].Cl[C:12]1[C:13]2[N:21]=[C:20]([Cl:22])[CH:19]=[CH:18][C:14]=2[N:15]=[CH:16][N:17]=1. Product: [Cl:22][C:20]1[CH:19]=[CH:18][C:14]2[N:15]=[CH:16][N:17]=[C:12]([O:8][CH:5]3[CH2:6][CH2:7][N:2]([CH3:1])[CH2:3][CH2:4]3)[C:13]=2[N:21]=1. The catalyst class is: 18. (2) Reactant: [ClH:1].C(OC([NH:9][C@H:10]([C:31]([O:33][CH3:34])=[O:32])[CH2:11][C:12]1[CH:17]=[CH:16][C:15]([C:18]2[CH2:19][CH2:20][N:21](C(OC(C)(C)C)=O)[CH2:22][CH:23]=2)=[CH:14][CH:13]=1)=O)(C)(C)C. Product: [ClH:1].[ClH:1].[NH:21]1[CH2:20][CH:19]=[C:18]([C:15]2[CH:16]=[CH:17][C:12]([CH2:11][C@@H:10]([C:31]([O:33][CH3:34])=[O:32])[NH2:9])=[CH:13][CH:14]=2)[CH2:23][CH2:22]1. The catalyst class is: 5. (3) Reactant: Br[C:2]1[CH:7]=[C:6]([N:8]2[CH:12]=[CH:11][CH:10]=[N:9]2)[CH:5]=[CH:4][N:3]=1.[Cl-].[Li+].C([Mg]Cl)(C)C.[CH2:20]([Sn:24](Cl)([CH2:29][CH2:30][CH2:31][CH3:32])[CH2:25][CH2:26][CH2:27][CH3:28])[CH2:21][CH2:22][CH3:23]. Product: [N:8]1([C:6]2[CH:5]=[CH:4][N:3]=[C:2]([Sn:24]([CH2:25][CH2:26][CH2:27][CH3:28])([CH2:29][CH2:30][CH2:31][CH3:32])[CH2:20][CH2:21][CH2:22][CH3:23])[CH:7]=2)[CH:12]=[CH:11][CH:10]=[N:9]1. The catalyst class is: 1. (4) Reactant: C(OC(=O)[NH:7][CH2:8][CH:9]1[CH2:14][CH2:13][N:12]([C:15]2[CH:20]=[CH:19][C:18]([Br:21])=[CH:17][CH:16]=2)[CH2:11][CH2:10]1)(C)(C)C.FC(F)(F)C(O)=O. Product: [Br:21][C:18]1[CH:19]=[CH:20][C:15]([N:12]2[CH2:11][CH2:10][CH:9]([CH2:8][NH2:7])[CH2:14][CH2:13]2)=[CH:16][CH:17]=1. The catalyst class is: 4. (5) Reactant: ClC(Cl)(Cl)C(=N)O[CH:5]([C:12]1[CH:17]=[CH:16][C:15]([Br:18])=[CH:14][CH:13]=1)[CH:6]1[CH2:11][CH2:10][CH2:9][CH2:8][CH2:7]1.[C:22]([CH2:24][NH:25][C:26](=[O:33])[C@@H:27]([OH:32])[CH2:28][CH:29]([CH3:31])[CH3:30])#[N:23].CC1C=CC(S([O-])(=O)=O)=CC=1.C1C=C[NH+]=CC=1. Product: [Br:18][C:15]1[CH:16]=[CH:17][C:12]([CH:5]([CH:6]2[CH2:7][CH2:8][CH2:9][CH2:10][CH2:11]2)[O:32][C@@H:27]([CH2:28][CH:29]([CH3:30])[CH3:31])[C:26]([NH:25][CH2:24][C:22]#[N:23])=[O:33])=[CH:13][CH:14]=1. The catalyst class is: 91. (6) Reactant: [CH3:1][O:2][C:3](=[O:31])[CH2:4][CH2:5][C:6]1[CH:11]=[CH:10][C:9]([O:12][C:13]2[CH:18]=[CH:17][C:16]([CH:19]([NH:23][C:24]([O:26][C:27]([CH3:30])([CH3:29])[CH3:28])=[O:25])[C:20]([OH:22])=O)=[CH:15][CH:14]=2)=[CH:8][CH:7]=1.[CH2:32]([N:34](CC)[CH2:35]C)C.CN([P+](ON1N=NC2C=CC=CC1=2)(N(C)C)N(C)C)C.F[P-](F)(F)(F)(F)F.CNC. Product: [CH3:1][O:2][C:3](=[O:31])[CH2:4][CH2:5][C:6]1[CH:7]=[CH:8][C:9]([O:12][C:13]2[CH:14]=[CH:15][C:16]([CH:19]([NH:23][C:24]([O:26][C:27]([CH3:29])([CH3:28])[CH3:30])=[O:25])[C:20](=[O:22])[N:34]([CH3:35])[CH3:32])=[CH:17][CH:18]=2)=[CH:10][CH:11]=1. The catalyst class is: 2. (7) Reactant: [CH2:1]([O:3][C:4]1[CH:5]=[C:6]([O:14][CH2:15][CH3:16])[C:7]2[N:8]([C:10]([NH2:13])=[N:11][N:12]=2)[N:9]=1)[CH3:2].[CH3:17]C(C)[O-].[Na+]. Product: [CH2:1]([O:3][C:4]1[CH:5]=[C:6]([O:14][CH:15]([CH3:17])[CH3:16])[C:7]2[N:8]([C:10]([NH2:13])=[N:11][N:12]=2)[N:9]=1)[CH3:2]. The catalyst class is: 32. (8) Reactant: [CH:1]([O:4][C:5]([N:7]1[CH2:12][CH2:11][CH:10]([O:13][N:14]=[C:15]2[CH2:20][CH2:19][N:18]([C:21]3[C:26]([F:27])=[CH:25][C:24]([CH:28]=[O:29])=[CH:23][N:22]=3)[CH2:17][CH2:16]2)[CH2:9][CH2:8]1)=[O:6])([CH3:3])[CH3:2].[BH4-].[Na+].C([O-])(O)=O.[Na+]. Product: [CH:1]([O:4][C:5]([N:7]1[CH2:12][CH2:11][CH:10]([O:13][N:14]=[C:15]2[CH2:16][CH2:17][N:18]([C:21]3[C:26]([F:27])=[CH:25][C:24]([CH2:28][OH:29])=[CH:23][N:22]=3)[CH2:19][CH2:20]2)[CH2:9][CH2:8]1)=[O:6])([CH3:3])[CH3:2]. The catalyst class is: 5.